From a dataset of Full USPTO retrosynthesis dataset with 1.9M reactions from patents (1976-2016). Predict the reactants needed to synthesize the given product. (1) Given the product [CH3:1][O:2][C:3]1[C:12]([NH:13][C:14]([N:31]2[CH2:32][CH2:33][N:28]([C:24]3[CH:25]=[CH:26][CH:27]=[C:22]([CH3:21])[CH:23]=3)[CH2:29][CH2:30]2)=[O:18])=[N:11][C:10]2[C:5](=[CH:6][CH:7]=[C:8]([O:19][CH3:20])[CH:9]=2)[N:4]=1, predict the reactants needed to synthesize it. The reactants are: [CH3:1][O:2][C:3]1[C:12]([NH:13][C:14](=[O:18])OCC)=[N:11][C:10]2[C:5](=[CH:6][CH:7]=[C:8]([O:19][CH3:20])[CH:9]=2)[N:4]=1.[CH3:21][C:22]1[CH:23]=[C:24]([N:28]2[CH2:33][CH2:32][NH:31][CH2:30][CH2:29]2)[CH:25]=[CH:26][CH:27]=1. (2) Given the product [CH3:1][O:2][CH2:3][C@@:4]1([C:8]([NH2:17])=[O:7])[CH2:16][CH2:15][CH2:14][NH:5]1, predict the reactants needed to synthesize it. The reactants are: [CH3:1][O:2][CH2:3][C@@:4]12[CH2:16][CH2:15][CH2:14][N:5]1[C@@H](C(Cl)(Cl)Cl)[O:7][C:8]2=O.[NH3:17]. (3) Given the product [Br:1][C:2]1[CH:7]=[CH:6][C:5]([S:8][C:9]2[CH:14]=[CH:13][CH:12]=[CH:11][CH:10]=2)=[C:4]([NH2:15])[CH:3]=1, predict the reactants needed to synthesize it. The reactants are: [Br:1][C:2]1[CH:7]=[CH:6][C:5]([S:8][C:9]2[CH:14]=[CH:13][CH:12]=[CH:11][CH:10]=2)=[C:4]([N+:15]([O-])=O)[CH:3]=1.Cl[Sn]Cl.